This data is from Full USPTO retrosynthesis dataset with 1.9M reactions from patents (1976-2016). The task is: Predict the reactants needed to synthesize the given product. (1) Given the product [CH2:1]([O:3][C:4]1[CH:5]=[C:6]([F:29])[C:7]([CH2:8][N:9]2[C:13]([O:14][CH3:15])=[C:12]([CH3:16])[C:11]([C:17]3[N:22]=[C:21]([NH:23][C:32]4[CH:37]=[CH:36][N:35]=[CH:34][CH:33]=4)[C:20]([O:24][CH3:25])=[CH:19][N:18]=3)=[N:10]2)=[C:26]([F:28])[CH:27]=1)[CH3:2], predict the reactants needed to synthesize it. The reactants are: [CH2:1]([O:3][C:4]1[CH:27]=[C:26]([F:28])[C:7]([CH2:8][N:9]2[C:13]([O:14][CH3:15])=[C:12]([CH3:16])[C:11]([C:17]3[N:22]=[C:21]([NH2:23])[C:20]([O:24][CH3:25])=[CH:19][N:18]=3)=[N:10]2)=[C:6]([F:29])[CH:5]=1)[CH3:2].Cl.Br[C:32]1[CH:37]=[CH:36][N:35]=[CH:34][CH:33]=1.C1C=CC(P(C2C=CC3C(=CC=CC=3)C=2C2C3C(=CC=CC=3)C=CC=2P(C2C=CC=CC=2)C2C=CC=CC=2)C2C=CC=CC=2)=CC=1. (2) Given the product [Br:1][C:2]([C:12]1[CH:13]=[CH:14][CH:15]=[CH:16][CH:17]=1)=[C:3]([N+:9]#[C-:10])[C:4]([O:6][CH2:7][CH3:8])=[O:5], predict the reactants needed to synthesize it. The reactants are: [Br:1][C:2]([C:12]1[CH:17]=[CH:16][CH:15]=[CH:14][CH:13]=1)=[C:3]([NH:9][CH:10]=O)[C:4]([O:6][CH2:7][CH3:8])=[O:5].C(N(CC)CC)C.P(Cl)(Cl)(Cl)=O.C(=O)(O)[O-].[Na+]. (3) The reactants are: [CH:1]([O:4][C:5]1[CH:13]=[CH:12][C:11]([C:14]#[C:15][C:16]2[CH:21]=[CH:20][CH:19]=[CH:18][C:17]=2[O:22][CH3:23])=[CH:10][C:6]=1[C:7]([OH:9])=O)([CH3:3])[CH3:2].Cl.Cl.[NH2:26][CH:27]([CH2:30][C:31]1[C:35]2=[N:36][CH:37]=[CH:38][CH:39]=[C:34]2[NH:33][CH:32]=1)[CH2:28][OH:29].C1C=CC2N(O)N=NC=2C=1.CCN=C=NCCCN(C)C. Given the product [OH:29][CH2:28][CH:27]([NH:26][C:7](=[O:9])[C:6]1[CH:10]=[C:11]([C:14]#[C:15][C:16]2[CH:21]=[CH:20][CH:19]=[CH:18][C:17]=2[O:22][CH3:23])[CH:12]=[CH:13][C:5]=1[O:4][CH:1]([CH3:2])[CH3:3])[CH2:30][C:31]1[C:35]2=[N:36][CH:37]=[CH:38][CH:39]=[C:34]2[NH:33][CH:32]=1, predict the reactants needed to synthesize it. (4) Given the product [Cl:11][C:9]1[CH:8]=[CH:7][C:3]([C:4]([NH2:6])=[O:5])=[C:2]([NH:13][CH3:12])[N:10]=1, predict the reactants needed to synthesize it. The reactants are: Cl[C:2]1[N:10]=[C:9]([Cl:11])[CH:8]=[CH:7][C:3]=1[C:4]([NH2:6])=[O:5].[CH3:12][NH2:13]. (5) The reactants are: [Cl:1][C:2]1[CH:3]=[C:4]([NH:16][C:17]2[C:26]3[C:21](=[CH:22][C:23](F)=[C:24]([N+:27]([O-:29])=[O:28])[CH:25]=3)[N:20]=[CH:19][N:18]=2)[CH:5]=[CH:6][C:7]=1[O:8][CH2:9][C:10]1[CH:15]=[CH:14][CH:13]=[CH:12][N:11]=1.[CH3:31][O-:32].[Na+].O. Given the product [Cl:1][C:2]1[CH:3]=[C:4]([NH:16][C:17]2[C:26]3[C:21](=[CH:22][C:23]([O:32][CH3:31])=[C:24]([N+:27]([O-:29])=[O:28])[CH:25]=3)[N:20]=[CH:19][N:18]=2)[CH:5]=[CH:6][C:7]=1[O:8][CH2:9][C:10]1[CH:15]=[CH:14][CH:13]=[CH:12][N:11]=1, predict the reactants needed to synthesize it. (6) Given the product [CH2:1]([O:3][C:4]([C:6]1[C:10]([CH3:11])=[CH:9][S:8][C:7]=1[NH:12][C:13]([O:15][C:16]([CH3:19])([CH3:18])[CH3:17])=[O:14])=[O:5])[CH3:2], predict the reactants needed to synthesize it. The reactants are: [CH2:1]([O:3][C:4]([C:6]1[C:10]([CH3:11])=[CH:9][S:8][C:7]=1[NH2:12])=[O:5])[CH3:2].[C:13](O[C:13]([O:15][C:16]([CH3:19])([CH3:18])[CH3:17])=[O:14])([O:15][C:16]([CH3:19])([CH3:18])[CH3:17])=[O:14]. (7) The reactants are: Cl[C:2]1[N:3]=[C:4]([NH:13][C:14]2[CH:19]=[CH:18][C:17]([N:20]3[CH2:25][CH2:24][CH:23]([N:26]4[CH2:31][CH2:30][N:29]([CH3:32])[CH2:28][CH2:27]4)[CH2:22][CH2:21]3)=[C:16]([CH3:33])[CH:15]=2)[C:5]([C:10]([NH2:12])=[O:11])=[N:6][C:7]=1[CH2:8][CH3:9].CC1(C)C(C)(C)OB([C:42]2[CH:43]=[C:44]([CH:46]=[CH:47][CH:48]=2)[NH2:45])O1.CN1CCCC1=O.C(=O)([O-])[O-].[Na+].[Na+]. Given the product [NH2:45][C:44]1[CH:43]=[C:42]([C:2]2[N:3]=[C:4]([NH:13][C:14]3[CH:19]=[CH:18][C:17]([N:20]4[CH2:21][CH2:22][CH:23]([N:26]5[CH2:27][CH2:28][N:29]([CH3:32])[CH2:30][CH2:31]5)[CH2:24][CH2:25]4)=[C:16]([CH3:33])[CH:15]=3)[C:5]([C:10]([NH2:12])=[O:11])=[N:6][C:7]=2[CH2:8][CH3:9])[CH:48]=[CH:47][CH:46]=1, predict the reactants needed to synthesize it. (8) Given the product [CH2:12]([C:6]1([C:8]([O:10][CH3:11])=[O:9])[CH2:7][CH:4]([OH:3])[CH2:5]1)[CH3:13], predict the reactants needed to synthesize it. The reactants are: [H-].[Na+].[OH:3][CH:4]1[CH2:7][CH:6]([C:8]([O:10][CH3:11])=[O:9])[CH2:5]1.[CH:12](NC(C)C)(C)[CH3:13].[Li]CCCC.[Li+].CC([N-]C(C)C)C.C(I)C. (9) Given the product [F:1][C:2]1[CH:3]=[C:4]([NH:9][C:10]2[C:15]([NH2:16])=[CH:14][CH:13]=[CH:12][N:11]=2)[CH:5]=[CH:6][C:7]=1[CH3:8], predict the reactants needed to synthesize it. The reactants are: [F:1][C:2]1[CH:3]=[C:4]([NH:9][C:10]2[C:15]([N+:16]([O-])=O)=[CH:14][CH:13]=[CH:12][N:11]=2)[CH:5]=[CH:6][C:7]=1[CH3:8].O.C(O)(=O)C.